Dataset: Reaction yield outcomes from USPTO patents with 853,638 reactions. Task: Predict the reaction yield, written as a fraction of the theoretical maximum amount of product (1.0 means a 100% yield; for example, 0.34 means a 34% yield). (1) The reactants are [OH:1][C:2]1[CH:7]=[CH:6][C:5]([CH:8]2[CH2:13][CH2:12][C:11](=[O:14])[CH2:10][CH2:9]2)=[CH:4][CH:3]=1.C([O-])([O-])=O.[K+].[K+].I[CH2:22][CH3:23]. The catalyst is CC(C)=O. The product is [CH2:22]([O:1][C:2]1[CH:3]=[CH:4][C:5]([CH:8]2[CH2:9][CH2:10][C:11](=[O:14])[CH2:12][CH2:13]2)=[CH:6][CH:7]=1)[CH3:23]. The yield is 1.00. (2) The reactants are [F:1][C:2]([F:22])([F:21])[C:3]1[CH:20]=[CH:19][C:6](/[CH:7]=[N:8]/[C:9]2[CH:17]=[CH:16][CH:15]=[C:14]3[C:10]=2[CH2:11][O:12][C:13]3=[O:18])=[CH:5][CH:4]=1.[CH3:23][N:24]1[CH:28]=[CH:27][N:26]=[C:25]1[CH:29]=O.[O-:31][CH2:32][CH3:33].[Na+].C(O)C. The catalyst is C(OCC)(=O)CC. The product is [CH3:23][N:24]1[CH:28]=[CH:27][N:26]=[C:25]1[CH:29]1[C:11](=[O:12])[C:10]2[C:14]([C:13]([O:31][CH2:32][CH3:33])=[O:18])=[CH:15][CH:16]=[CH:17][C:9]=2[NH:8][CH:7]1[C:6]1[CH:5]=[CH:4][C:3]([C:2]([F:21])([F:1])[F:22])=[CH:20][CH:19]=1. The yield is 0.0800. (3) The reactants are [O:1]=[C:2]1[C:7]([CH2:8][CH2:9][C:10]([OH:12])=O)=[CH:6][CH2:5][CH2:4][NH:3]1.[CH2:13]([O:20][NH2:21])[C:14]1[CH:19]=[CH:18][CH:17]=[CH:16][CH:15]=1.Cl.C(N(C(C)C)C)(C)C.C(Cl)CCl. The catalyst is CN(C=O)C.CN(C1C=CN=CC=1)C.C(OCC)(=O)C. The product is [CH2:13]([O:20][NH:21][C:10](=[O:12])[CH2:9][CH2:8][C:7]1[C:2](=[O:1])[NH:3][CH2:4][CH2:5][CH:6]=1)[C:14]1[CH:19]=[CH:18][CH:17]=[CH:16][CH:15]=1. The yield is 0.550. (4) The reactants are CC(C1C=CC(B2OC(C)(C)C(C)(C)O2)=CC=1)(C)C(OCC)=O.CS(C1C=CC(Br)=CC=1)(=O)=O.[CH3:35][C:36]([C:43]1[CH:48]=[CH:47][C:46]([C:49]2[CH:54]=[CH:53][C:52]([S:55]([CH3:58])(=[O:57])=[O:56])=[CH:51][CH:50]=2)=[CH:45][CH:44]=1)([CH3:42])[C:37]([O:39]CC)=[O:38].O.[OH-].[Li+]. The catalyst is O1CCCC1.C(O)C.O. The product is [CH3:42][C:36]([C:43]1[CH:48]=[CH:47][C:46]([C:49]2[CH:54]=[CH:53][C:52]([S:55]([CH3:58])(=[O:57])=[O:56])=[CH:51][CH:50]=2)=[CH:45][CH:44]=1)([CH3:35])[C:37]([OH:39])=[O:38]. The yield is 1.00. (5) The reactants are [CH3:1][O:2][C:3](=[O:13])[C:4]1[CH:9]=[CH:8][C:7]([O:10][CH3:11])=[CH:6][C:5]=1[OH:12].Cl.S(Cl)([Cl:18])(=O)=O.CO. The catalyst is C(Cl)Cl. The product is [CH3:1][O:2][C:3](=[O:13])[C:4]1[CH:9]=[C:8]([Cl:18])[C:7]([O:10][CH3:11])=[CH:6][C:5]=1[OH:12]. The yield is 0.806.